This data is from Full USPTO retrosynthesis dataset with 1.9M reactions from patents (1976-2016). The task is: Predict the reactants needed to synthesize the given product. (1) Given the product [CH3:36][O:7][C:6]1[N:8]=[C:12]([NH:11][C:33]([C:32]2[N:17]3[N:18]=[C:19]([C:22]4[CH:27]=[CH:26][CH:25]=[CH:24][C:23]=4[C:28]([F:30])([F:31])[F:29])[CH:20]=[CH:21][C:16]3=[N:15][C:14]=2[CH3:13])=[O:35])[CH:1]=[CH:2][N:3]=1, predict the reactants needed to synthesize it. The reactants are: [CH:1]1N=C[N:3]([C:6]([N:8]2[CH:12]=[N:11]C=C2)=[O:7])[CH:2]=1.[CH3:13][C:14]1[N:15]=[C:16]2[CH:21]=[CH:20][C:19]([C:22]3[CH:27]=[CH:26][CH:25]=[CH:24][C:23]=3[C:28]([F:31])([F:30])[F:29])=[N:18][N:17]2[C:32]=1[C:33]([OH:35])=O.[CH3:36]OC1N=CN=C(N)C=1.O. (2) Given the product [CH3:12][O:13][C:14](=[O:29])[C:15]1[CH:27]=[C:26]([C:8]2[N:7]([CH3:6])[CH:11]=[CH:10][N:9]=2)[CH:25]=[C:17]([C:18]([N:20]([CH3:24])[CH2:21][CH2:22][CH3:23])=[O:19])[CH:16]=1, predict the reactants needed to synthesize it. The reactants are: C([Li])CCC.[CH3:6][N:7]1[CH:11]=[CH:10][N:9]=[CH:8]1.[CH3:12][O:13][C:14](=[O:29])[C:15]1[CH:27]=[C:26](I)[CH:25]=[C:17]([C:18]([N:20]([CH3:24])[CH2:21][CH2:22][CH3:23])=[O:19])[CH:16]=1. (3) The reactants are: C([O:4][CH2:5][C@H:6]([N:8]1[CH:17]=[CH:16][C:15]2[C:10](=[CH:11][CH:12]=[CH:13][C:14]=2[NH2:18])[C:9]1=[O:19])[CH3:7])(=O)C.C(Cl)Cl.[Cl:23][C:24]1[CH:29]=[CH:28][C:27]([CH2:30][C:31](O)=[O:32])=[CH:26][C:25]=1[F:34].F[P-](F)(F)(F)(F)F.C[N+](C)=C(N(C)C)ON1C2N=CC=CC=2N=N1.C(N(CC)C(C)C)(C)C.CO.C(=O)([O-])[O-].[K+].[K+]. Given the product [Cl:23][C:24]1[CH:29]=[CH:28][C:27]([CH2:30][C:31]([NH:18][C:14]2[CH:13]=[CH:12][CH:11]=[C:10]3[C:15]=2[CH:16]=[CH:17][N:8]([C@H:6]([CH3:7])[CH2:5][OH:4])[C:9]3=[O:19])=[O:32])=[CH:26][C:25]=1[F:34], predict the reactants needed to synthesize it.